This data is from Forward reaction prediction with 1.9M reactions from USPTO patents (1976-2016). The task is: Predict the product of the given reaction. Given the reactants CN(C(ON1N=NC2C=CC=CC1=2)=[N+](C)C)C.[B-](F)(F)(F)F.C(N(C(C)C)CC)(C)C.[CH3:32][C:33]([O:36][C:37]([N:39]1[CH2:44][CH2:43][CH:42]([C:45]([OH:47])=O)[CH2:41][CH2:40]1)=[O:38])([CH3:35])[CH3:34].[Br:48][C:49]1[N:54]=[CH:53][C:52]([NH2:55])=[CH:51][CH:50]=1, predict the reaction product. The product is: [Br:48][C:49]1[N:54]=[CH:53][C:52]([NH:55][C:45]([CH:42]2[CH2:41][CH2:40][N:39]([C:37]([O:36][C:33]([CH3:32])([CH3:34])[CH3:35])=[O:38])[CH2:44][CH2:43]2)=[O:47])=[CH:51][CH:50]=1.